This data is from NCI-60 drug combinations with 297,098 pairs across 59 cell lines. The task is: Regression. Given two drug SMILES strings and cell line genomic features, predict the synergy score measuring deviation from expected non-interaction effect. (1) Drug 1: COC1=NC(=NC2=C1N=CN2C3C(C(C(O3)CO)O)O)N. Drug 2: C1CN(P(=O)(OC1)NCCCl)CCCl. Cell line: HCC-2998. Synergy scores: CSS=13.4, Synergy_ZIP=6.45, Synergy_Bliss=14.6, Synergy_Loewe=8.46, Synergy_HSA=9.92. (2) Drug 1: CNC(=O)C1=CC=CC=C1SC2=CC3=C(C=C2)C(=NN3)C=CC4=CC=CC=N4. Drug 2: C1=CC=C(C=C1)NC(=O)CCCCCCC(=O)NO. Cell line: NCI/ADR-RES. Synergy scores: CSS=13.4, Synergy_ZIP=-10.6, Synergy_Bliss=-2.59, Synergy_Loewe=-21.0, Synergy_HSA=-3.20. (3) Drug 1: CC12CCC(CC1=CCC3C2CCC4(C3CC=C4C5=CN=CC=C5)C)O. Cell line: SK-OV-3. Synergy scores: CSS=21.1, Synergy_ZIP=-4.97, Synergy_Bliss=-0.595, Synergy_Loewe=-17.4, Synergy_HSA=-0.600. Drug 2: COC1=CC(=CC(=C1O)OC)C2C3C(COC3=O)C(C4=CC5=C(C=C24)OCO5)OC6C(C(C7C(O6)COC(O7)C8=CC=CS8)O)O. (4) Drug 1: CS(=O)(=O)CCNCC1=CC=C(O1)C2=CC3=C(C=C2)N=CN=C3NC4=CC(=C(C=C4)OCC5=CC(=CC=C5)F)Cl. Drug 2: CN(CCCl)CCCl.Cl. Cell line: OVCAR-8. Synergy scores: CSS=7.71, Synergy_ZIP=-6.33, Synergy_Bliss=-3.38, Synergy_Loewe=-4.64, Synergy_HSA=-1.97. (5) Drug 1: C1CN1P(=S)(N2CC2)N3CC3. Drug 2: CC1=C(N=C(N=C1N)C(CC(=O)N)NCC(C(=O)N)N)C(=O)NC(C(C2=CN=CN2)OC3C(C(C(C(O3)CO)O)O)OC4C(C(C(C(O4)CO)O)OC(=O)N)O)C(=O)NC(C)C(C(C)C(=O)NC(C(C)O)C(=O)NCCC5=NC(=CS5)C6=NC(=CS6)C(=O)NCCC[S+](C)C)O. Cell line: CAKI-1. Synergy scores: CSS=42.9, Synergy_ZIP=-2.59, Synergy_Bliss=-2.00, Synergy_Loewe=-13.6, Synergy_HSA=2.98. (6) Drug 2: CC1C(C(CC(O1)OC2CC(CC3=C2C(=C4C(=C3O)C(=O)C5=CC=CC=C5C4=O)O)(C(=O)C)O)N)O. Cell line: ACHN. Drug 1: C1=CN(C=N1)CC(O)(P(=O)(O)O)P(=O)(O)O. Synergy scores: CSS=55.9, Synergy_ZIP=2.00, Synergy_Bliss=2.29, Synergy_Loewe=-36.5, Synergy_HSA=2.97. (7) Drug 1: COC1=NC(=NC2=C1N=CN2C3C(C(C(O3)CO)O)O)N. Drug 2: CC1C(C(CC(O1)OC2CC(CC3=C2C(=C4C(=C3O)C(=O)C5=C(C4=O)C(=CC=C5)OC)O)(C(=O)CO)O)N)O.Cl. Cell line: COLO 205. Synergy scores: CSS=49.4, Synergy_ZIP=-2.98, Synergy_Bliss=1.12, Synergy_Loewe=-10.1, Synergy_HSA=2.52. (8) Drug 1: C1CC2CC3=C(CC1C24CN(S(=O)(=O)N4)CC(F)(F)F)C=CC(=C3)C=CCN5CCC(CC5)C(F)(F)F. Drug 2: CC(C)(C#N)C1=CC=C(C=C1)N2C3=C4C=C(C=CC4=NC=C3N(C2=O)C)C5=CC6=CC=CC=C6N=C5. Cell line: UACC62. Synergy scores: CSS=59.1, Synergy_ZIP=2.74, Synergy_Bliss=4.62, Synergy_Loewe=-3.10, Synergy_HSA=10.5.